Dataset: Reaction yield outcomes from USPTO patents with 853,638 reactions. Task: Predict the reaction yield, written as a fraction of the theoretical maximum amount of product (1.0 means a 100% yield; for example, 0.34 means a 34% yield). The reactants are [CH:1]([C:4]1[CH:9]=[CH:8][C:7]([C@@H:10]2[C:14]3[C:15]([CH3:28])=[C:16]([NH:20][C:21](=[O:27])[CH2:22][C:23]([CH3:26])([CH3:25])[CH3:24])[C:17]([CH3:19])=[CH:18][C:13]=3[O:12][CH2:11]2)=[CH:6][CH:5]=1)([CH3:3])[CH3:2].[C:29](OCC)(=[O:31])C.CCCCCC. The catalyst is C(Cl)(Cl)Cl. The product is [CH:29]([C:18]1[C:13]2[O:12][CH2:11][C@H:10]([C:7]3[CH:6]=[CH:5][C:4]([CH:1]([CH3:2])[CH3:3])=[CH:9][CH:8]=3)[C:14]=2[C:15]([CH3:28])=[C:16]([NH:20][C:21](=[O:27])[CH2:22][C:23]([CH3:26])([CH3:25])[CH3:24])[C:17]=1[CH3:19])=[O:31]. The yield is 0.830.